The task is: Predict the reaction yield, written as a fraction of the theoretical maximum amount of product (1.0 means a 100% yield; for example, 0.34 means a 34% yield).. This data is from Reaction yield outcomes from USPTO patents with 853,638 reactions. (1) The reactants are [CH3:1][O:2][C:3]1([C:6](=O)[CH2:7][C:8]#[N:9])[CH2:5][CH2:4]1.Cl.[C:12]1([CH3:20])[CH:17]=[CH:16][C:15]([NH:18][NH2:19])=[CH:14][CH:13]=1. The catalyst is C(O)C. The yield is 0.530. The product is [CH3:1][O:2][C:3]1([C:6]2[CH:7]=[C:8]([NH2:9])[N:18]([C:15]3[CH:16]=[CH:17][C:12]([CH3:20])=[CH:13][CH:14]=3)[N:19]=2)[CH2:5][CH2:4]1. (2) The reactants are [Br:1][C:2]1[CH:3]=[C:4]([CH:9]([C:11]2[CH:16]=[CH:15][C:14]([F:17])=[CH:13][C:12]=2[O:18][C:19]([F:24])([F:23])[CH:20]([F:22])[F:21])[OH:10])[CH:5]=[CH:6][C:7]=1[F:8]. The catalyst is ClCCl.O=[Mn]=O. The product is [Br:1][C:2]1[CH:3]=[C:4]([C:9]([C:11]2[CH:16]=[CH:15][C:14]([F:17])=[CH:13][C:12]=2[O:18][C:19]([F:23])([F:24])[CH:20]([F:21])[F:22])=[O:10])[CH:5]=[CH:6][C:7]=1[F:8]. The yield is 0.600. (3) The reactants are [F:1][C:2]1[CH:11]=[CH:10][C:9]([O:12][CH2:13][CH2:14][CH3:15])=[C:8]2[C:3]=1[C:4](=[O:25])[C:5]([C:16]1[CH:24]=[CH:23][C:19]([C:20](O)=[O:21])=[CH:18][CH:17]=1)=[CH:6][NH:7]2.[NH:26]1[CH2:31][CH2:30][O:29][CH2:28][CH2:27]1.CCN=C=NCCCN(C)C.C1C=CC2N(O)N=NC=2C=1. The catalyst is CN(C=O)C. The product is [F:1][C:2]1[CH:11]=[CH:10][C:9]([O:12][CH2:13][CH2:14][CH3:15])=[C:8]2[C:3]=1[C:4](=[O:25])[C:5]([C:16]1[CH:17]=[CH:18][C:19]([C:20]([N:26]3[CH2:31][CH2:30][O:29][CH2:28][CH2:27]3)=[O:21])=[CH:23][CH:24]=1)=[CH:6][NH:7]2. The yield is 0.260. (4) The reactants are [Cl:1][C:2]1[C:10]([C:11]#[N:12])=[CH:9][CH:8]=[C:7]2[C:3]=1[CH:4]=[C:5]([CH:19]([F:21])[F:20])[N:6]2[CH2:13]/[C:14](=[N:17]/[H])/[NH:15][OH:16].Cl.[N:23]1[CH:28]=[CH:27][CH:26]=[CH:25][C:24]=1[C:29](Cl)=O.CCN(CC)CC. The catalyst is C1COCC1. The product is [Cl:1][C:2]1[C:10]([C:11]#[N:12])=[CH:9][CH:8]=[C:7]2[C:3]=1[CH:4]=[C:5]([CH:19]([F:21])[F:20])[N:6]2[CH2:13][C:14]1[N:17]=[C:29]([C:24]2[CH:25]=[CH:26][CH:27]=[CH:28][N:23]=2)[O:16][N:15]=1. The yield is 0.380.